This data is from Forward reaction prediction with 1.9M reactions from USPTO patents (1976-2016). The task is: Predict the product of the given reaction. (1) Given the reactants [Br:1][C:2]1[CH:10]=[CH:9][C:5]([C:6](O)=[O:7])=[C:4]([O:11][CH3:12])[CH:3]=1.CN(C=O)C.S(Cl)([Cl:20])=O, predict the reaction product. The product is: [Br:1][C:2]1[CH:10]=[CH:9][C:5]([C:6]([Cl:20])=[O:7])=[C:4]([O:11][CH3:12])[CH:3]=1. (2) Given the reactants [N:1]1[C:10]2[C:5](=[CH:6][CH:7]=[CH:8][CH:9]=2)[CH:4]=[C:3]([C:11]2[CH:12]=[CH:13][C:14]3[N:15]([C:17]([CH:20]=O)=[CH:18][N:19]=3)[CH:16]=2)[CH:2]=1.[CH3:22][NH:23][NH2:24].[CH3:25][C:26]1[CH:31]=[CH:30][C:29]([N+:32]([O-:34])=[O:33])=[CH:28][C:27]=1[S:35](Cl)(=[O:37])=[O:36], predict the reaction product. The product is: [CH3:22][N:23]([S:35]([C:27]1[CH:28]=[C:29]([N+:32]([O-:34])=[O:33])[CH:30]=[CH:31][C:26]=1[CH3:25])(=[O:36])=[O:37])[N:24]=[CH:20][C:17]1[N:15]2[CH:16]=[C:11]([C:3]3[CH:2]=[N:1][C:10]4[C:5]([CH:4]=3)=[CH:6][CH:7]=[CH:8][CH:9]=4)[CH:12]=[CH:13][C:14]2=[N:19][CH:18]=1. (3) Given the reactants [CH:1]1([C:6]([C:8]2[CH:9]=[C:10]([CH2:23][C:24]([OH:26])=O)[CH:11]=[CH:12][C:13]=2[NH:14][C:15]([NH:17][C:18]2[S:19][CH:20]=[CH:21][N:22]=2)=[O:16])=[O:7])[CH2:5][CH2:4][CH2:3][CH2:2]1.[CH3:27][N:28]1[CH2:33][CH2:32][NH:31][CH2:30][CH2:29]1, predict the reaction product. The product is: [CH:1]1([C:6]([C:8]2[CH:9]=[C:10]([CH2:23][C:24]([N:31]3[CH2:32][CH2:33][N:28]([CH3:27])[CH2:29][CH2:30]3)=[O:26])[CH:11]=[CH:12][C:13]=2[NH:14][C:15]([NH:17][C:18]2[S:19][CH:20]=[CH:21][N:22]=2)=[O:16])=[O:7])[CH2:2][CH2:3][CH2:4][CH2:5]1. (4) Given the reactants Br[C:2]1[CH:7]=[CH:6][C:5]([C:8](=[C:16]2[CH2:21][CH2:20][CH2:19][CH2:18][CH2:17]2)[C:9]2[CH:14]=[CH:13][C:12]([OH:15])=[CH:11][CH:10]=2)=[C:4]([F:22])[CH:3]=1.[C:23]([O:27][C:28]([CH3:31])([CH3:30])[CH3:29])(=[O:26])[CH:24]=[CH2:25].CC1C=CC=CC=1P(C1C=CC=CC=1C)C1C=CC=CC=1C.CCN(CC)CC, predict the reaction product. The product is: [C:16]1(=[C:8]([C:9]2[CH:14]=[CH:13][C:12]([OH:15])=[CH:11][CH:10]=2)[C:5]2[CH:6]=[CH:7][C:2](/[CH:25]=[CH:24]/[C:23]([O:27][C:28]([CH3:31])([CH3:30])[CH3:29])=[O:26])=[CH:3][C:4]=2[F:22])[CH2:21][CH2:20][CH2:19][CH2:18][CH2:17]1. (5) Given the reactants [CH3:1][Mg]Br.[CH:4]([C:6]1[N:11]=[CH:10][C:9]([C:12]([O:14][CH3:15])=[O:13])=[CH:8][CH:7]=1)=[O:5].O, predict the reaction product. The product is: [OH:5][CH:4]([C:6]1[N:11]=[CH:10][C:9]([C:12]([O:14][CH3:15])=[O:13])=[CH:8][CH:7]=1)[CH3:1]. (6) Given the reactants [NH2:1][C:2]1[O:6][N:5]=[C:4]([CH3:7])[C:3]=1[Br:8].[CH3:9][O:10][C:11]1[CH:12]=[C:13]([S:19](Cl)(=[O:21])=[O:20])[CH:14]=[CH:15][C:16]=1[O:17][CH3:18], predict the reaction product. The product is: [CH3:9][O:10][C:11]1[CH:12]=[C:13]([S:19]([NH:1][C:2]2[O:6][N:5]=[C:4]([CH3:7])[C:3]=2[Br:8])(=[O:20])=[O:21])[CH:14]=[CH:15][C:16]=1[O:17][CH3:18]. (7) Given the reactants [C:1]([O:5][C:6]([NH:8][C:9]1[CH:14]=[CH:13][C:12]([CH3:15])=[C:11]([Cl:16])[CH:10]=1)=[O:7])([CH3:4])([CH3:3])[CH3:2].[H-].[Na+].[CH3:19]I, predict the reaction product. The product is: [C:1]([O:5][C:6]([N:8]([CH3:19])[C:9]1[CH:14]=[CH:13][C:12]([CH3:15])=[C:11]([Cl:16])[CH:10]=1)=[O:7])([CH3:4])([CH3:3])[CH3:2].